This data is from Catalyst prediction with 721,799 reactions and 888 catalyst types from USPTO. The task is: Predict which catalyst facilitates the given reaction. (1) Product: [Cl:21][C:5]1[CH:6]=[C:7]2[C:12](=[CH:13][C:4]=1[CH:1]1[CH2:2][CH2:3]1)[O:11][CH:10]([C:14]([F:15])([F:17])[F:16])[C:9]([C:18]([OH:20])=[O:19])=[CH:8]2. The catalyst class is: 565. Reactant: [CH:1]1([C:4]2[CH:13]=[C:12]3[C:7]([CH:8]=[C:9]([C:18]([OH:20])=[O:19])[CH:10]([C:14]([F:17])([F:16])[F:15])[O:11]3)=[CH:6][CH:5]=2)[CH2:3][CH2:2]1.[Cl:21]Cl. (2) Reactant: [CH3:1][O:2][CH2:3][CH2:4][NH:5][C:6]1[CH:11]=[N:10][C:9]([N+:12]([O-])=O)=[CH:8][N:7]=1. Product: [CH3:1][O:2][CH2:3][CH2:4][NH:5][C:6]1[CH:11]=[N:10][C:9]([NH2:12])=[CH:8][N:7]=1. The catalyst class is: 78.